From a dataset of NCI-60 drug combinations with 297,098 pairs across 59 cell lines. Regression. Given two drug SMILES strings and cell line genomic features, predict the synergy score measuring deviation from expected non-interaction effect. Cell line: SW-620. Drug 1: CC1=C(C(=CC=C1)Cl)NC(=O)C2=CN=C(S2)NC3=CC(=NC(=N3)C)N4CCN(CC4)CCO. Synergy scores: CSS=14.2, Synergy_ZIP=-1.47, Synergy_Bliss=2.52, Synergy_Loewe=-5.37, Synergy_HSA=3.76. Drug 2: C(=O)(N)NO.